The task is: Predict the reactants needed to synthesize the given product.. This data is from Full USPTO retrosynthesis dataset with 1.9M reactions from patents (1976-2016). (1) Given the product [ClH:1].[Cl:1][C:2]1[CH:7]=[C:6]([Cl:8])[CH:5]=[CH:4][C:3]=1[CH:9]([F:15])[CH:10]([NH2:12])[CH3:11], predict the reactants needed to synthesize it. The reactants are: [Cl:1][C:2]1[CH:7]=[C:6]([Cl:8])[CH:5]=[CH:4][C:3]=1[CH:9]([F:15])[CH:10]([N+:12]([O-])=O)[CH3:11].Cl.C([O-])(O)=O.[Na+]. (2) Given the product [OH:11][C:5]1[CH:6]=[C:7]([OH:10])[CH:8]=[CH:9][C:4]=1[CH2:2][CH:1]=[N:12][CH2:13][C:14]([OH:16])=[O:15], predict the reactants needed to synthesize it. The reactants are: [CH3:1][C:2]([C:4]1[CH:9]=[CH:8][C:7]([OH:10])=[CH:6][C:5]=1[OH:11])=O.[NH2:12][CH2:13][C:14]([OH:16])=[O:15]. (3) Given the product [NH2:36][CH2:35][CH2:34][CH:33]([N:8]1[CH2:9][CH2:10][CH:11]([CH:14]([C:24]2[CH:25]=[CH:26][C:27]([C:30]#[N:31])=[CH:28][CH:29]=2)[O:15][C:16]2[N:17]=[C:18]([C:22]#[N:23])[CH:19]=[CH:20][CH:21]=2)[CH2:12][CH2:13]1)[CH3:47], predict the reactants needed to synthesize it. The reactants are: C(OC([N:8]1[CH2:13][CH2:12][CH:11]([CH:14]([C:24]2[CH:29]=[CH:28][C:27]([C:30]#[N:31])=[CH:26][CH:25]=2)[O:15][C:16]2[CH:21]=[CH:20][CH:19]=[C:18]([C:22]#[N:23])[N:17]=2)[CH2:10][CH2:9]1)=O)(C)(C)C.O=[C:33]([CH3:47])[CH2:34][CH2:35][N:36]1C(=O)C2C(=CC=CC=2)C1=O. (4) Given the product [F:1][C:2]1[CH:3]=[C:4]([CH:5]=[CH:6][C:7]=1[O:8][C:9]1[CH:10]=[N:11][C:12]([C:15]([F:16])([F:17])[F:18])=[CH:13][CH:14]=1)[CH2:19][O:20][C:22]1[CH:33]=[C:26]2[N:27]([CH3:32])[C@@H:28]([CH3:31])[CH2:29][CH2:30][N:25]2[C:24](=[O:34])[N:23]=1, predict the reactants needed to synthesize it. The reactants are: [F:1][C:2]1[CH:3]=[C:4]([CH2:19][OH:20])[CH:5]=[CH:6][C:7]=1[O:8][C:9]1[CH:10]=[N:11][C:12]([C:15]([F:18])([F:17])[F:16])=[CH:13][CH:14]=1.Cl[C:22]1[CH:33]=[C:26]2[N:27]([CH3:32])[C@@H:28]([CH3:31])[CH2:29][CH2:30][N:25]2[C:24](=[O:34])[N:23]=1. (5) Given the product [OH:57][C:49]1[C:48]([CH2:47][NH:46][C:12](=[O:14])[C:11]2[CH:10]=[CH:9][C:8]([O:1][C:2]3[CH:3]=[CH:4][CH:5]=[CH:6][CH:7]=3)=[CH:16][CH:15]=2)=[C:53]([NH:54][CH3:55])[CH:52]=[C:51]([CH3:56])[N:50]=1, predict the reactants needed to synthesize it. The reactants are: [O:1]([C:8]1[CH:16]=[CH:15][C:11]([C:12]([OH:14])=O)=[CH:10][CH:9]=1)[C:2]1[CH:7]=[CH:6][CH:5]=[CH:4][CH:3]=1.ON1C2C=CC=CC=2N=N1.Cl.CN(C)CCCN=C=NCC.C(N(CC)CC)C.[NH2:46][CH2:47][C:48]1[C:49]([OH:57])=[N:50][C:51]([CH3:56])=[CH:52][C:53]=1[NH:54][CH3:55]. (6) Given the product [CH3:15][O:14][C:11]1[CH:12]=[CH:13][C:8]([CH:7]2[CH:6]([CH3:17])[NH:5][C:3](=[O:4])[CH2:2][O:16]2)=[CH:9][CH:10]=1, predict the reactants needed to synthesize it. The reactants are: Cl[CH2:2][C:3]([NH:5][CH:6]([CH3:17])[CH:7]([OH:16])[C:8]1[CH:13]=[CH:12][C:11]([O:14][CH3:15])=[CH:10][CH:9]=1)=[O:4].[OH-].[K+].